Dataset: Forward reaction prediction with 1.9M reactions from USPTO patents (1976-2016). Task: Predict the product of the given reaction. (1) Given the reactants [C:1]([C:3]1[N:8]=[CH:7][CH:6]=[CH:5][N:4]=1)#[N:2].CO[CH:11](OC)[CH2:12][NH2:13].[ClH:16], predict the reaction product. The product is: [ClH:16].[NH:2]1[CH:11]=[CH:12][N:13]=[C:1]1[C:3]1[N:8]=[CH:7][CH:6]=[CH:5][N:4]=1. (2) Given the reactants [Cl:1][C:2]1[CH:13]=[CH:12][C:5]([C:6](N(OC)C)=[O:7])=[CH:4][N:3]=1.[CH2:14]([Mg]Br)[CH:15]([CH3:17])[CH3:16], predict the reaction product. The product is: [Cl:1][C:2]1[N:3]=[CH:4][C:5]([C:6](=[O:7])[CH2:14][CH:15]([CH3:17])[CH3:16])=[CH:12][CH:13]=1. (3) Given the reactants [CH2:1]([O:8][CH2:9][O:10][C@H:11]1[CH2:15][N:14]([C:16]([C@H:18]2[CH2:23][CH2:22][C@H:21]([C:24]([F:27])([F:26])[F:25])[CH2:20][CH2:19]2)=[O:17])[C@@H:13]([CH2:28][O:29][C:30]2[C:31]([C:36]([OH:38])=O)=[N:32][CH:33]=[CH:34][CH:35]=2)[CH2:12]1)[C:2]1[CH:7]=[CH:6][CH:5]=[CH:4][CH:3]=1.[N:39]1[CH:44]=[CH:43][CH:42]=[CH:41][C:40]=1[NH2:45].Cl.Cl.N1CCC[C@@H]1COC1C(C(N)=O)=NC=CC=1, predict the reaction product. The product is: [CH2:1]([O:8][CH2:9][O:10][C@H:11]1[CH2:15][N:14]([C:16]([C@H:18]2[CH2:19][CH2:20][C@H:21]([C:24]([F:25])([F:26])[F:27])[CH2:22][CH2:23]2)=[O:17])[C@@H:13]([CH2:28][O:29][C:30]2[C:31]([C:36]([NH:45][C:40]3[CH:41]=[CH:42][CH:43]=[CH:44][N:39]=3)=[O:38])=[N:32][CH:33]=[CH:34][CH:35]=2)[CH2:12]1)[C:2]1[CH:3]=[CH:4][CH:5]=[CH:6][CH:7]=1. (4) The product is: [C:1]([O:5][C@@H:6]([C:11]1[C:40]([CH3:41])=[N:39][C:38]2=[CH:42][C:35]3=[N:36][N:37]2[C:12]=1[N:13]1[CH2:14][CH2:15][C:16]([CH3:48])([O:17][CH2:18][CH:19]=[CH:20][CH2:21][C@H:22]([CH3:45])[O:23][C:24]2[CH:25]=[C:26]([CH3:44])[CH:27]=[CH:28][C:29]=2[C:30]2[CH:43]=[C:34]3[CH:33]=[CH:32][CH:31]=2)[CH2:46][CH2:47]1)[C:7]([OH:9])=[O:8])([CH3:4])([CH3:2])[CH3:3]. Given the reactants [C:1]([O:5][C@@H:6]([C:11]1[C:40]([CH3:41])=[N:39][C:38]2=[CH:42][C:35]3=[N:36][N:37]2[C:12]=1[N:13]1[CH2:47][CH2:46][C:16]([CH3:48])([O:17][CH2:18][CH:19]=[CH:20][CH2:21][C@H:22]([CH3:45])[O:23][C:24]2[CH:25]=[C:26]([CH3:44])[CH:27]=[CH:28][C:29]=2[C:30]2[CH:43]=[C:34]3[CH:33]=[CH:32][CH:31]=2)[CH2:15][CH2:14]1)[C:7]([O:9]C)=[O:8])([CH3:4])([CH3:3])[CH3:2].[OH-].[Na+], predict the reaction product.